From a dataset of Peptide-MHC class II binding affinity with 134,281 pairs from IEDB. Regression. Given a peptide amino acid sequence and an MHC pseudo amino acid sequence, predict their binding affinity value. This is MHC class II binding data. (1) The peptide sequence is LRIAAKIYSEADEAW. The MHC is DRB1_0301 with pseudo-sequence DRB1_0301. The binding affinity (normalized) is 0.243. (2) The peptide sequence is KVLLSAKFKFMLNVS. The MHC is DRB1_0101 with pseudo-sequence DRB1_0101. The binding affinity (normalized) is 0.424. (3) The peptide sequence is WPDLDLKPGAAWTVY. The MHC is DRB1_1301 with pseudo-sequence DRB1_1301. The binding affinity (normalized) is 0.367. (4) The MHC is DRB1_0404 with pseudo-sequence DRB1_0404. The peptide sequence is NFVKAINAIQ. The binding affinity (normalized) is 0.149. (5) The peptide sequence is KIIGGIGGFIKVRQYDQILI. The MHC is HLA-DPA10301-DPB10402 with pseudo-sequence HLA-DPA10301-DPB10402. The binding affinity (normalized) is 0.295. (6) The MHC is DRB1_0405 with pseudo-sequence DRB1_0405. The peptide sequence is LQSLGAEIAVEQAAL. The binding affinity (normalized) is 0.299.